The task is: Predict which catalyst facilitates the given reaction.. This data is from Catalyst prediction with 721,799 reactions and 888 catalyst types from USPTO. (1) Reactant: Cl[C:2]1[CH:7]=[C:6]([O:8][CH2:9][C:10]#[C:11][CH3:12])[N:5]=[CH:4][N:3]=1.C(=O)([O-])[O-].[K+].[K+].[F:19][C:20]1[CH:25]=[C:24]([F:26])[CH:23]=[C:22]([F:27])[C:21]=1[OH:28].[Cl-].[NH4+]. Product: [CH2:9]([O:8][C:6]1[CH:7]=[C:2]([O:28][C:21]2[C:20]([F:19])=[CH:25][C:24]([F:26])=[CH:23][C:22]=2[F:27])[N:3]=[CH:4][N:5]=1)[C:10]#[C:11][CH3:12]. The catalyst class is: 9. (2) Reactant: C([O:3][C:4](=[O:28])[CH2:5][NH:6][C:7]([C:9]1[C:14](=[O:15])[N:13]([C:16]2[CH:21]=[CH:20][CH:19]=[CH:18][CH:17]=2)[C:12]([OH:22])=[C:11]([C:23](OC)=[O:24])[C:10]=1[OH:27])=[O:8])C.[CH2:29]([NH2:33])[CH2:30][CH2:31][CH3:32].Cl. Product: [CH2:29]([NH:33][C:23]([C:11]1[C:10]([OH:27])=[C:9]([C:7]([NH:6][CH2:5][C:4]([OH:28])=[O:3])=[O:8])[C:14](=[O:15])[N:13]([C:16]2[CH:21]=[CH:20][CH:19]=[CH:18][CH:17]=2)[C:12]=1[OH:22])=[O:24])[CH2:30][CH2:31][CH3:32]. The catalyst class is: 22. (3) Reactant: [CH:1]1[C:13]2[NH:12][C:11]3[C:6](=[CH:7][CH:8]=[CH:9][CH:10]=3)[C:5]=2[CH:4]=[C:3]([P:14](=[O:27])([C:21]2[CH:26]=[CH:25][CH:24]=[CH:23][CH:22]=2)[C:15]2[CH:20]=[CH:19][CH:18]=[CH:17][CH:16]=2)[CH:2]=1.[H-].[Na+].Cl[C:31]1[N:36]=[C:35]([C:37]2[CH:42]=[CH:41][CH:40]=[CH:39][CH:38]=2)[N:34]=[C:33]([C:43]2[CH:48]=[CH:47][CH:46]=[CH:45][CH:44]=2)[N:32]=1. Product: [C:43]1([C:33]2[N:34]=[C:35]([C:37]3[CH:38]=[CH:39][CH:40]=[CH:41][CH:42]=3)[N:36]=[C:31]([N:12]3[C:13]4[CH:1]=[CH:2][C:3]([P:14](=[O:27])([C:15]5[CH:20]=[CH:19][CH:18]=[CH:17][CH:16]=5)[C:21]5[CH:22]=[CH:23][CH:24]=[CH:25][CH:26]=5)=[CH:4][C:5]=4[C:6]4[C:11]3=[CH:10][CH:9]=[CH:8][CH:7]=4)[N:32]=2)[CH:48]=[CH:47][CH:46]=[CH:45][CH:44]=1. The catalyst class is: 3. (4) Reactant: Cl[C:2]1[N:7]=[C:6]([C:8]2[C:9]([C:17]3[CH:18]=[C:19]([NH:23][C:24](=[O:33])[C:25]4[C:30]([F:31])=[CH:29][CH:28]=[CH:27][C:26]=4[F:32])[CH:20]=[CH:21][CH:22]=3)=[N:10][N:11]3[CH:16]=[CH:15][CH:14]=[CH:13][C:12]=23)[CH:5]=[CH:4][N:3]=1.[N:34]1([C:40]2[CH:46]=[CH:45][C:43]([NH2:44])=[CH:42][CH:41]=2)[CH2:39][CH2:38][O:37][CH2:36][CH2:35]1.Cl. Product: [F:32][C:26]1[CH:27]=[CH:28][CH:29]=[C:30]([F:31])[C:25]=1[C:24]([NH:23][C:19]1[CH:20]=[CH:21][CH:22]=[C:17]([C:9]2[C:8]([C:6]3[CH:5]=[CH:4][N:3]=[C:2]([NH:44][C:43]4[CH:42]=[CH:41][C:40]([N:34]5[CH2:39][CH2:38][O:37][CH2:36][CH2:35]5)=[CH:46][CH:45]=4)[N:7]=3)=[C:12]3[CH:13]=[CH:14][CH:15]=[CH:16][N:11]3[N:10]=2)[CH:18]=1)=[O:33]. The catalyst class is: 14. (5) Product: [Cl:1][C:2]1[CH:10]=[C:9]([C:11]#[C:12][CH2:13][CH2:14][O:15][CH3:16])[C:5]2[O:6][CH2:7][O:8][C:4]=2[C:3]=1[NH:17][C:18]1[C:27]2[C:22](=[CH:23][C:24]([O:30][CH2:31][CH2:32][CH2:33][N:39]3[CH2:40][CH2:41][N:36]([CH3:35])[CH2:37][CH2:38]3)=[C:25]([O:28][CH3:29])[CH:26]=2)[N:21]=[CH:20][N:19]=1. The catalyst class is: 141. Reactant: [Cl:1][C:2]1[CH:10]=[C:9]([C:11]#[C:12][CH2:13][CH2:14][O:15][CH3:16])[C:5]2[O:6][CH2:7][O:8][C:4]=2[C:3]=1[NH:17][C:18]1[C:27]2[C:22](=[CH:23][C:24]([O:30][CH2:31][CH2:32][CH2:33]Cl)=[C:25]([O:28][CH3:29])[CH:26]=2)[N:21]=[CH:20][N:19]=1.[CH3:35][N:36]1[CH2:41][CH2:40][NH:39][CH2:38][CH2:37]1. (6) Reactant: C(OP([CH2:9][C:10]([O:12][CH2:13][CH3:14])=[O:11])(OCC)=O)C.[H-].[Na+].[Si:17]([O:24][CH2:25][CH2:26][N:27]1[CH:31]=[CH:30][N:29]=[C:28]1[CH:32]=O)([C:20]([CH3:23])([CH3:22])[CH3:21])([CH3:19])[CH3:18].[Cl-].[NH4+]. Product: [Si:17]([O:24][CH2:25][CH2:26][N:27]1[CH:31]=[CH:30][N:29]=[C:28]1/[CH:32]=[CH:9]/[C:10]([O:12][CH2:13][CH3:14])=[O:11])([C:20]([CH3:23])([CH3:22])[CH3:21])([CH3:19])[CH3:18]. The catalyst class is: 7. (7) Reactant: O.C[Si]([Cl:6])(C)C.[CH3:7][N:8]([CH2:10][CH:11]1[CH2:17][CH2:16][CH:15]2[CH:13]([CH2:14]2)[C:12]1([C:19]1[CH:24]=[C:23]([OH:25])[CH:22]=[C:21]([F:26])[CH:20]=1)[OH:18])[CH3:9]. Product: [ClH:6].[CH3:9][N:8]([CH2:10][CH:11]1[CH2:17][CH2:16][CH:15]2[CH:13]([CH2:14]2)[C:12]1([C:19]1[CH:24]=[C:23]([OH:25])[CH:22]=[C:21]([F:26])[CH:20]=1)[OH:18])[CH3:7]. The catalyst class is: 131. (8) Reactant: [C:1]([N:8]1[CH2:15][CH:14]([OH:16])[CH2:13][C@H:9]1[C:10]([OH:12])=[O:11])([O:3][C:4]([CH3:7])([CH3:6])[CH3:5])=[O:2].CC([O-])(C)C.[K+].Cl[C:24]1[CH:29]=[C:28]([C:30]2[CH:35]=[CH:34][CH:33]=[CH:32][N:31]=2)[N:27]=[C:26]2[CH:36]=[CH:37][S:38][C:25]=12. Product: [C:4]([O:3][C:1]([N:8]1[CH2:15][C@H:14]([O:16][C:24]2[CH:29]=[C:28]([C:30]3[CH:35]=[CH:34][CH:33]=[CH:32][N:31]=3)[N:27]=[C:26]3[CH:36]=[CH:37][S:38][C:25]=23)[CH2:13][C@H:9]1[C:10]([OH:12])=[O:11])=[O:2])([CH3:7])([CH3:6])[CH3:5]. The catalyst class is: 58. (9) Reactant: NN.[Cl:3][C:4]1[S:8][C:7]([C:9]([NH:11][C@@H:12]([CH2:25][C:26]2[CH:31]=[CH:30][CH:29]=[C:28]([F:32])[CH:27]=2)[CH2:13][N:14]2C(=O)C3C(=CC=CC=3)C2=O)=[O:10])=[CH:6][C:5]=1[C:33]1[N:37]([CH2:38][CH3:39])[N:36]=[CH:35][C:34]=1[CH3:40]. Product: [NH2:14][CH2:13][C@@H:12]([NH:11][C:9]([C:7]1[S:8][C:4]([Cl:3])=[C:5]([C:33]2[N:37]([CH2:38][CH3:39])[N:36]=[CH:35][C:34]=2[CH3:40])[CH:6]=1)=[O:10])[CH2:25][C:26]1[CH:31]=[CH:30][CH:29]=[C:28]([F:32])[CH:27]=1. The catalyst class is: 5.